This data is from Full USPTO retrosynthesis dataset with 1.9M reactions from patents (1976-2016). The task is: Predict the reactants needed to synthesize the given product. (1) Given the product [CH3:19][O:20][C:21]1[C:26]([O:27][CH3:28])=[CH:25][N:24]=[C:23]([N:29]2[C:15](=[O:17])[C:5]3[C:4](=[CH:9][C:8]([C:10]([OH:12])=[O:11])=[CH:7][C:6]=3[CH3:14])[NH:1][C:2]2=[S:3])[N:22]=1, predict the reactants needed to synthesize it. The reactants are: [N:1]([C:4]1[CH:9]=[C:8]([C:10]([O:12]C)=[O:11])[CH:7]=[C:6]([CH3:14])[C:5]=1[C:15]([O:17]C)=O)=[C:2]=[S:3].[CH3:19][O:20][C:21]1[C:26]([O:27][CH3:28])=[CH:25][N:24]=[C:23]([NH2:29])[N:22]=1.[OH-].[Na+].Cl. (2) Given the product [CH3:63][O:64][C:65](=[O:78])[C:66]1[CH:71]=[CH:70][C:69]([NH:72][C:30]([C@@H:20]2[NH:19][C@@H:18]([CH2:33][C:34]([CH3:37])([CH3:35])[CH3:36])[C@:17]3([C:12]4[C:13](=[CH:14][C:9]([Cl:8])=[CH:10][CH:11]=4)[NH:15][C:16]3=[O:38])[C@H:21]2[C:22]2[CH:27]=[CH:26][CH:25]=[C:24]([Cl:28])[C:23]=2[F:29])=[O:31])=[C:68]([O:73][CH2:74][CH2:75][CH2:76][CH3:77])[CH:67]=1, predict the reactants needed to synthesize it. The reactants are: FC(F)(F)C(O)=O.[Cl:8][C:9]1[CH:14]=[C:13]2[NH:15][C:16](=[O:38])[C:17]3([CH:21]([C:22]4[CH:27]=[CH:26][CH:25]=[C:24]([Cl:28])[C:23]=4[F:29])[CH:20]([C:30](O)=[O:31])[NH:19][CH:18]3[CH2:33][C:34]([CH3:37])([CH3:36])[CH3:35])[C:12]2=[CH:11][CH:10]=1.C(N(C(C)C)CC)(C)C.C1(P(Cl)(C2C=CC=CC=2)=O)C=CC=CC=1.[CH3:63][O:64][C:65](=[O:78])[C:66]1[CH:71]=[CH:70][C:69]([NH2:72])=[C:68]([O:73][CH2:74][CH2:75][CH2:76][CH3:77])[CH:67]=1. (3) Given the product [F:19][C:20]1[CH:25]=[CH:24][CH:23]=[CH:22][C:21]=1[C:2]1[C:11]2[C:6](=[CH:7][CH:8]=[CH:9][CH:10]=2)[CH:5]=[C:4]([NH:12][C:13]2[CH:17]=[C:16]([CH3:18])[NH:15][N:14]=2)[N:3]=1, predict the reactants needed to synthesize it. The reactants are: Cl[C:2]1[C:11]2[C:6](=[CH:7][CH:8]=[CH:9][CH:10]=2)[CH:5]=[C:4]([NH:12][C:13]2[CH:17]=[C:16]([CH3:18])[NH:15][N:14]=2)[N:3]=1.[F:19][C:20]1[CH:25]=[CH:24][CH:23]=[CH:22][C:21]=1B(O)O. (4) Given the product [CH2:1]([N:3]1[C:4]2[C:5](=[CH:6][CH:7]=[CH:8][CH:9]=2)[NH:10][C:12](=[O:13])[C:11]1=[O:15])[CH3:2], predict the reactants needed to synthesize it. The reactants are: [CH2:1]([NH:3][C:4]1[C:5]([NH2:10])=[CH:6][CH:7]=[CH:8][CH:9]=1)[CH3:2].[C:11](Cl)(=[O:15])[C:12](Cl)=[O:13]. (5) Given the product [CH3:6][C:5]1[S:24][CH:2]=[C:3]([CH2:8][N:9]2[CH:13]=[CH:12][C:11]([NH:14][C:15](=[O:17])[CH3:16])=[N:10]2)[N:4]=1, predict the reactants needed to synthesize it. The reactants are: O[C:2]1[C:3]([CH2:8][N:9]2[CH:13]=[CH:12][C:11]([NH:14][C:15](=[O:17])[CH3:16])=[N:10]2)=[N:4][CH:5]=[CH:6]C=1.Cl.ClCC1N=C(C)[S:24]C=1.[OH-].[Na+].